Dataset: Forward reaction prediction with 1.9M reactions from USPTO patents (1976-2016). Task: Predict the product of the given reaction. (1) The product is: [CH2:3]1[CH:2]2[N:16]([CH2:4][CH2:5][CH2:6][CH2:1]2)[CH2:12][CH2:13][C:8]1=[O:10]. Given the reactants [CH:1]1[CH:6]=[C:5](Cl)[CH:4]=[C:3]([C:8]([O:10]O)=O)[CH:2]=1.[CH2:12]([N:16]1CCCCC1)[CH2:13]C#C, predict the reaction product. (2) Given the reactants [Br:1][C:2]1[CH:10]=[CH:9][C:5]([C:6]([OH:8])=[O:7])=[CH:4][C:3]=1[OH:11].S(=O)(=O)(O)O.[CH3:17]O, predict the reaction product. The product is: [CH3:17][O:7][C:6](=[O:8])[C:5]1[CH:9]=[CH:10][C:2]([Br:1])=[C:3]([OH:11])[CH:4]=1.